This data is from Full USPTO retrosynthesis dataset with 1.9M reactions from patents (1976-2016). The task is: Predict the reactants needed to synthesize the given product. (1) Given the product [CH3:1][N:2]1[CH2:3][CH2:4][C:5]2[N:10]=[C:9]([NH:15][CH2:14][CH2:13][NH2:16])[CH:8]=[CH:7][C:6]=2[CH2:11]1, predict the reactants needed to synthesize it. The reactants are: [CH3:1][N:2]1[C:11]2[C:6](=[CH:7][CH:8]=[CH:9][N:10]=2)[CH:5]=[CH:4][CH:3]1Cl.[CH2:13]([NH2:16])[CH2:14][NH2:15]. (2) Given the product [C:21]1([C:19]2[CH:20]=[C:16]([C:14]([NH:13][C:10]3[CH:11]=[CH:12][C:7]([CH:4]4[CH2:5][CH2:6][N:1]([C:28]5[CH:36]=[CH:35][C:31]([C:32]([OH:34])=[O:33])=[CH:30][N:29]=5)[CH2:2][CH2:3]4)=[CH:8][CH:9]=3)=[O:15])[S:17][CH:18]=2)[CH:22]=[CH:23][CH:24]=[CH:25][CH:26]=1, predict the reactants needed to synthesize it. The reactants are: [NH:1]1[CH2:6][CH2:5][CH:4]([C:7]2[CH:12]=[CH:11][C:10]([NH:13][C:14]([C:16]3[S:17][CH:18]=[C:19]([C:21]4[CH:26]=[CH:25][CH:24]=[CH:23][CH:22]=4)[CH:20]=3)=[O:15])=[CH:9][CH:8]=2)[CH2:3][CH2:2]1.F[C:28]1[CH:36]=[CH:35][C:31]([C:32]([OH:34])=[O:33])=[CH:30][N:29]=1.C(N(C(C)C)CC)(C)C. (3) Given the product [NH2:28][C:29]1[CH:34]=[C:33]([C:2]2[CH:3]=[CH:4][CH:5]=[C:6]3[C:11]=2[N:10]=[C:9]([NH:12][C:13]2[CH:14]=[CH:15][C:16]([N:19]4[CH2:20][CH2:21][N:22]([CH:25]([OH:27])[CH3:26])[CH2:23][CH2:24]4)=[CH:17][CH:18]=2)[N:8]=[CH:7]3)[CH:32]=[CH:31][CH:30]=1, predict the reactants needed to synthesize it. The reactants are: Br[C:2]1[CH:3]=[CH:4][CH:5]=[C:6]2[C:11]=1[N:10]=[C:9]([NH:12][C:13]1[CH:18]=[CH:17][C:16]([N:19]3[CH2:24][CH2:23][N:22]([CH:25]([OH:27])[CH3:26])[CH2:21][CH2:20]3)=[CH:15][CH:14]=1)[N:8]=[CH:7]2.[NH2:28][C:29]1[CH:30]=[C:31](B(O)O)[CH:32]=[CH:33][CH:34]=1.C([O-])([O-])=O.[Na+].[Na+]. (4) Given the product [Cl:1][C:2]1[CH:7]=[CH:6][C:5]([C:8]2[CH:13]=[N:12][N:11]3[C:14](=[O:17])[N:15]([CH2:33][CH2:34][N:35]4[CH2:40][CH2:39][O:38][CH2:37][CH2:36]4)[N:16]=[C:10]3[C:9]=2[C:18]2[CH:23]=[CH:22][C:21]([Cl:24])=[CH:20][CH:19]=2)=[CH:4][CH:3]=1, predict the reactants needed to synthesize it. The reactants are: [Cl:1][C:2]1[CH:7]=[CH:6][C:5]([C:8]2[CH:13]=[N:12][N:11]3[C:14](=[O:17])[NH:15][N:16]=[C:10]3[C:9]=2[C:18]2[CH:23]=[CH:22][C:21]([Cl:24])=[CH:20][CH:19]=2)=[CH:4][CH:3]=1.C([O-])([O-])=O.[Cs+].[Cs+].Cl.Cl[CH2:33][CH2:34][N:35]1[CH2:40][CH2:39][O:38][CH2:37][CH2:36]1. (5) Given the product [C:1]([O:5][C:6]([N:8]1[CH2:13][CH2:12][C@H:11]([NH2:14])[C@H:10]([F:22])[CH2:9]1)=[O:7])([CH3:4])([CH3:2])[CH3:3], predict the reactants needed to synthesize it. The reactants are: [C:1]([O:5][C:6]([N:8]1[CH2:13][CH2:12][C@H:11]([NH:14]CC2C=CC=CC=2)[C@H:10]([F:22])[CH2:9]1)=[O:7])([CH3:4])([CH3:3])[CH3:2].[H][H]. (6) Given the product [NH2:24][C:25]1[N:30]=[CH:29][C:28]([C:2]#[C:1][C:3]2[N:7]3[CH:8]=[C:9]([C:14]4[CH:19]=[CH:18][C:17]([C:20]([F:22])([F:23])[F:21])=[CH:16][CH:15]=4)[CH:10]=[C:11]([C:12]#[N:13])[C:6]3=[N:5][CH:4]=2)=[CH:27][N:26]=1, predict the reactants needed to synthesize it. The reactants are: [C:1]([C:3]1[N:7]2[CH:8]=[C:9]([C:14]3[CH:19]=[CH:18][C:17]([C:20]([F:23])([F:22])[F:21])=[CH:16][CH:15]=3)[CH:10]=[C:11]([C:12]#[N:13])[C:6]2=[N:5][CH:4]=1)#[CH:2].[NH2:24][C:25]1[N:30]=[CH:29][C:28](I)=[CH:27][N:26]=1.